Task: Predict the reactants needed to synthesize the given product.. Dataset: Full USPTO retrosynthesis dataset with 1.9M reactions from patents (1976-2016) (1) Given the product [Cl-:28].[NH2:7][C@H:8]1[CH2:13][CH2:12][CH2:11][N+:10]([CH2:15][C:16]2[CH:17]=[CH:18][C:19]([O:34][CH2:31][C:24]3[CH:23]=[CH:30][CH:29]=[CH:26][CH:25]=3)=[CH:20][CH:21]=2)([CH2:27][C:26]2[CH:29]=[CH:30][C:23]([O:22][CH2:15][C:16]3[CH:21]=[CH:20][CH:19]=[CH:18][CH:17]=3)=[CH:24][CH:25]=2)[CH2:9]1, predict the reactants needed to synthesize it. The reactants are: C(OC(=O)[NH:7][C@H:8]1[CH2:13][CH2:12][CH2:11][NH:10][CH2:9]1)(C)(C)C.[CH2:15]([O:22][C:23]1[CH:30]=[CH:29][C:26]([CH2:27][Cl:28])=[CH:25][CH:24]=1)[C:16]1[CH:21]=[CH:20][CH:19]=[CH:18][CH:17]=1.[C:31]([O-:34])([O-])=O.[K+].[K+].[Na+].[I-]. (2) Given the product [CH2:2]([C:4]1[CH:9]=[C:8]([C:10]2[CH:15]=[CH:14][CH:13]=[CH:12][CH:11]=2)[N:7]=[N:6][C:5]=1[NH:16][C:17]1[CH:18]=[CH:19][C:20]([OH:23])=[CH:21][CH:22]=1)[CH3:3], predict the reactants needed to synthesize it. The reactants are: Br.[CH2:2]([C:4]1[CH:9]=[C:8]([C:10]2[CH:15]=[CH:14][CH:13]=[CH:12][CH:11]=2)[N:7]=[N:6][C:5]=1[NH:16][C:17]1[CH:22]=[CH:21][C:20]([O:23]C)=[CH:19][CH:18]=1)[CH3:3].C([O-])([O-])=O.[Na+].[Na+]. (3) Given the product [OH:28][C:20]1[CH:21]=[C:22]([N+:25]([O-:27])=[O:26])[CH:23]=[CH:24][C:19]=1[NH:18][C:16]([NH:13][C:4]1[S:5][CH:6]=[CH:7][C:3]=1[O:2][CH3:1])=[O:30], predict the reactants needed to synthesize it. The reactants are: [CH3:1][O:2][C:3]1[CH:7]=[CH:6][S:5][C:4]=1C(O)=O.C([N:13]([CH2:16]C)CC)C.[NH2:18][C:19]1[CH:24]=[CH:23][C:22]([N+:25]([O-:27])=[O:26])=[CH:21][C:20]=1[OH:28].P(N=[N+]=[N-])(OC1C=CC=CC=1)(OC1C=CC=CC=1)=[O:30]. (4) Given the product [CH:1]([C:4]1[CH:9]=[CH:8][C:7]([C:10]2[C:12]3[C:13](=[CH:14][CH:15]=[C:16]([O:18][CH2:19][C:20]#[CH:21])[CH:17]=3)[N:22]([CH2:23][C:24]3[CH:29]=[CH:28][CH:27]=[C:26]([O:30][CH2:31][CH2:32][S:33]([CH3:35])=[O:34])[CH:25]=3)[C:37](=[O:36])[N:38]=2)=[CH:6][CH:5]=1)([CH3:3])[CH3:2], predict the reactants needed to synthesize it. The reactants are: [CH:1]([C:4]1[CH:9]=[CH:8][C:7]([C:10]([C:12]2[CH:17]=[C:16]([O:18][CH2:19][C:20]#[CH:21])[CH:15]=[CH:14][C:13]=2[NH:22][CH2:23][C:24]2[CH:29]=[CH:28][CH:27]=[C:26]([O:30][CH2:31][CH2:32][S:33]([CH3:35])=[O:34])[CH:25]=2)=O)=[CH:6][CH:5]=1)([CH3:3])[CH3:2].[O-:36][C:37]#[N:38].[Na+]. (5) The reactants are: Cl[C:2]1[N:7]=[C:6]([NH:8][C:9]([C:11]2([C:14]3[CH:24]=[CH:23][C:17]4[O:18][C:19]([F:22])([F:21])[O:20][C:16]=4[CH:15]=3)[CH2:13][CH2:12]2)=[O:10])[CH:5]=[C:4]([CH3:25])[C:3]=1[CH3:26].[CH3:27][O:28][C:29]1[CH:34]=[C:33]([CH3:35])[C:32](B(O)O)=[CH:31][N:30]=1.C([O-])([O-])=O.[Na+].[Na+]. Given the product [F:21][C:19]1([F:22])[O:18][C:17]2[CH:23]=[CH:24][C:14]([C:11]3([C:9]([NH:8][C:6]4[N:7]=[C:2]([C:32]5[CH:31]=[N:30][C:29]([O:28][CH3:27])=[CH:34][C:33]=5[CH3:35])[C:3]([CH3:26])=[C:4]([CH3:25])[CH:5]=4)=[O:10])[CH2:13][CH2:12]3)=[CH:15][C:16]=2[O:20]1, predict the reactants needed to synthesize it. (6) Given the product [CH2:14]([CH:5]1[C:4]2[C:8](=[CH:9][CH:10]=[CH:11][C:3]=2[O:2][CH3:1])[NH:7][C:6]1=[O:12])[CH:15]([CH3:17])[CH3:16], predict the reactants needed to synthesize it. The reactants are: [CH3:1][O:2][C:3]1[CH:11]=[CH:10][CH:9]=[C:8]2[C:4]=1[CH2:5][C:6](=[O:12])[NH:7]2.I[CH2:14][CH:15]([CH3:17])[CH3:16]. (7) Given the product [F:12][C:13]1[CH:14]=[C:15]([NH:20][CH:21]([C:23]2[CH:24]=[C:25]([C:37]([O:39][CH3:40])=[O:38])[CH:26]=[C:27]3[C:32]=2[O:31][C:30]([S:33]([CH2:34][CH3:35])=[O:6])=[CH:29][C:28]3=[O:36])[CH3:22])[CH:16]=[C:17]([F:19])[CH:18]=1, predict the reactants needed to synthesize it. The reactants are: ClC1C=C(C=CC=1)C(OO)=[O:6].[F:12][C:13]1[CH:14]=[C:15]([NH:20][CH:21]([C:23]2[CH:24]=[C:25]([C:37]([O:39][CH3:40])=[O:38])[CH:26]=[C:27]3[C:32]=2[O:31][C:30]([S:33][CH2:34][CH3:35])=[CH:29][C:28]3=[O:36])[CH3:22])[CH:16]=[C:17]([F:19])[CH:18]=1.